From a dataset of Reaction yield outcomes from USPTO patents with 853,638 reactions. Predict the reaction yield, written as a fraction of the theoretical maximum amount of product (1.0 means a 100% yield; for example, 0.34 means a 34% yield). (1) The reactants are [Br:1][C:2]1[C:11]2[C:10]([CH3:12])=[CH:9][CH2:8][CH2:7][C:6]=2[CH:5]=[CH:4][C:3]=1[NH:13][S:14]([C:17]1[CH:22]=[CH:21][C:20]([F:23])=[CH:19][CH:18]=1)(=[O:16])=[O:15]. The catalyst is CO.O=[Pt]=O. The product is [Br:1][C:2]1[C:11]2[CH:10]([CH3:12])[CH2:9][CH2:8][CH2:7][C:6]=2[CH:5]=[CH:4][C:3]=1[NH:13][S:14]([C:17]1[CH:18]=[CH:19][C:20]([F:23])=[CH:21][CH:22]=1)(=[O:16])=[O:15]. The yield is 1.00. (2) The reactants are C1(P(C2C=CC=CC=2)C2C=CC=CC=2)C=CC=CC=1.[OH:20][CH2:21][CH2:22][CH:23]1[CH2:27][CH2:26][CH2:25][N:24]1[C:28]([O:30][C:31]([CH3:34])([CH3:33])[CH3:32])=[O:29].[CH3:35][C:36]1([CH3:50])[C:40]([CH3:42])([CH3:41])[O:39][B:38]([C:43]2[CH:48]=[CH:47][C:46](O)=[CH:45][CH:44]=2)[O:37]1.N(C(N1CCCCC1)=O)=NC(N1CCCCC1)=O. The catalyst is C1COCC1. The product is [C:31]([O:30][C:28]([N:24]1[CH2:25][CH2:26][CH2:27][CH:23]1[CH2:22][CH2:21][O:20][C:46]1[CH:47]=[CH:48][C:43]([B:38]2[O:39][C:40]([CH3:42])([CH3:41])[C:36]([CH3:50])([CH3:35])[O:37]2)=[CH:44][CH:45]=1)=[O:29])([CH3:34])([CH3:33])[CH3:32]. The yield is 0.420. (3) The reactants are Br[C:2]1[CH:7]=[CH:6][C:5]([N:8]2[CH2:13][CH2:12][C:11]3[N:14]=[C:15]([C:17]4[CH:22]=[CH:21][C:20]([Cl:23])=[CH:19][CH:18]=4)[S:16][C:10]=3[C:9]2=[O:24])=[CH:4][C:3]=1[O:25][CH3:26].[CH2:27]([N:30]1[CH2:34][CH2:33][CH2:32][CH2:31]1)[C:28]#[CH:29].C(N(CC)CC)C.O. The catalyst is CN(C=O)C.Cl[Pd](Cl)([P](C1C=CC=CC=1)(C1C=CC=CC=1)C1C=CC=CC=1)[P](C1C=CC=CC=1)(C1C=CC=CC=1)C1C=CC=CC=1.[Cu]I. The product is [Cl:23][C:20]1[CH:21]=[CH:22][C:17]([C:15]2[S:16][C:10]3[C:9](=[O:24])[N:8]([C:5]4[CH:6]=[CH:7][C:2]([C:29]#[C:28][CH2:27][N:30]5[CH2:34][CH2:33][CH2:32][CH2:31]5)=[C:3]([O:25][CH3:26])[CH:4]=4)[CH2:13][CH2:12][C:11]=3[N:14]=2)=[CH:18][CH:19]=1. The yield is 0.120. (4) The reactants are [F:1][C:2]1[C:15]2[O:14][C:13]3[C:8](=[CH:9][C:10](B4OC(C)(C)C(C)(C)O4)=[CH:11][CH:12]=3)[C@@:7]3([CH2:28][O:27][C:26]([NH2:29])=[N:25]3)[C:6]=2[CH:5]=[C:4]([O:30][CH3:31])[CH:3]=1.Cl[C:33]1[CH:38]=[N:37][CH:36]=[C:35]([C:39]#[C:40][CH3:41])[N:34]=1.C(=O)([O-])[O-].[K+].[K+]. The catalyst is O.CCOC(C)=O.C1C=CC([P]([Pd]([P](C2C=CC=CC=2)(C2C=CC=CC=2)C2C=CC=CC=2)([P](C2C=CC=CC=2)(C2C=CC=CC=2)C2C=CC=CC=2)[P](C2C=CC=CC=2)(C2C=CC=CC=2)C2C=CC=CC=2)(C2C=CC=CC=2)C2C=CC=CC=2)=CC=1. The product is [F:1][C:2]1[C:15]2[O:14][C:13]3[C:8](=[CH:9][C:10]([C:33]4[CH:38]=[N:37][CH:36]=[C:35]([C:39]#[C:40][CH3:41])[N:34]=4)=[CH:11][CH:12]=3)[C@@:7]3([CH2:28][O:27][C:26]([NH2:29])=[N:25]3)[C:6]=2[CH:5]=[C:4]([O:30][CH3:31])[CH:3]=1. The yield is 0.307. (5) The reactants are N1N[N:3]=[N:4][C:5]=1[CH:6]1[CH2:11][CH2:10][N:9]([C:12]([O:14][C:15]([CH3:18])([CH3:17])[CH3:16])=[O:13])[CH2:8][CH2:7]1.[F:19][C:20]([F:25])([F:24])[C:21](O)=[O:22]. The catalyst is C(#N)C. The product is [F:19][C:20]([F:25])([F:24])[C:21]1[O:22][C:5]([CH:6]2[CH2:11][CH2:10][N:9]([C:12]([O:14][C:15]([CH3:18])([CH3:17])[CH3:16])=[O:13])[CH2:8][CH2:7]2)=[N:4][N:3]=1. The yield is 0.510.